This data is from Catalyst prediction with 721,799 reactions and 888 catalyst types from USPTO. The task is: Predict which catalyst facilitates the given reaction. (1) Reactant: C(=O)([O-])[O-].[Na+].[Na+].[C:7]1([C:9](=[CH:11][CH:12]=[CH:13][CH:14]=1)[OH:10])[OH:8].[C:15](Cl)(=[O:22])[C:16]1[CH:21]=[CH:20][CH:19]=[CH:18][CH:17]=1. Product: [C:15]([O:8][C:7]1[CH:14]=[CH:13][CH:12]=[CH:11][C:9]=1[OH:10])(=[O:22])[C:16]1[CH:21]=[CH:20][CH:19]=[CH:18][CH:17]=1. The catalyst class is: 6. (2) Reactant: [CH3:1][C:2]1[CH:7]=[CH:6][N:5]=[CH:4][C:3]=1[N:8]1[CH2:12][CH2:11][NH:10][C:9]1=[O:13].[C:14]([O:18][C:19]([N:21]1[CH2:26][CH2:25][C:24]2[CH:27]=[C:28](Br)[S:29][C:23]=2[CH2:22]1)=[O:20])([CH3:17])([CH3:16])[CH3:15].N[C@@H]1CCCC[C@H]1N.P([O-])([O-])([O-])=O.[K+].[K+].[K+]. Product: [C:14]([O:18][C:19]([N:21]1[CH2:26][CH2:25][C:24]2[CH:27]=[C:28]([N:10]3[CH2:11][CH2:12][N:8]([C:3]4[CH:4]=[N:5][CH:6]=[CH:7][C:2]=4[CH3:1])[C:9]3=[O:13])[S:29][C:23]=2[CH2:22]1)=[O:20])([CH3:17])([CH3:15])[CH3:16]. The catalyst class is: 246. (3) Reactant: [N+:1]([C:4]1[CH:5]=[C:6]([S:10]([NH:13][CH2:14][C:15]2[CH:20]=[CH:19][N:18]=[CH:17][CH:16]=2)(=[O:12])=[O:11])[CH:7]=[CH:8][CH:9]=1)([O-])=O.S(S([O-])=O)([O-])=O.[Na+].[Na+].COC(O)C.Cl.C(=O)([O-])[O-].[Na+].[Na+]. Product: [NH2:1][C:4]1[CH:5]=[C:6]([S:10]([NH:13][CH2:14][C:15]2[CH:16]=[CH:17][N:18]=[CH:19][CH:20]=2)(=[O:12])=[O:11])[CH:7]=[CH:8][CH:9]=1. The catalyst class is: 6. (4) Reactant: [Cl:1][C:2]1[CH:3]=[C:4]([NH:19][C:20]2[C:21]3[N:28]([CH2:29][CH2:30][NH:31][C:32](=[O:38])[CH2:33][S:34]([CH3:37])(=[O:36])=[O:35])[CH:27]=[CH:26][C:22]=3[N:23]=[CH:24][N:25]=2)[CH:5]=[CH:6][C:7]=1[O:8][C:9]1[CH:14]=[CH:13][CH:12]=[C:11]([C:15]([F:18])([F:17])[F:16])[CH:10]=1.O.[CH3:40][C:41]1[CH:46]=[CH:45][C:44]([S:47]([OH:50])(=[O:49])=[O:48])=[CH:43][CH:42]=1. Product: [CH3:40][C:41]1[CH:42]=[CH:43][C:44]([S:47]([OH:50])(=[O:49])=[O:48])=[CH:45][CH:46]=1.[Cl:1][C:2]1[CH:3]=[C:4]([NH:19][C:20]2[C:21]3[N:28]([CH2:29][CH2:30][NH:31][C:32](=[O:38])[CH2:33][S:34]([CH3:37])(=[O:36])=[O:35])[CH:27]=[CH:26][C:22]=3[N:23]=[CH:24][N:25]=2)[CH:5]=[CH:6][C:7]=1[O:8][C:9]1[CH:14]=[CH:13][CH:12]=[C:11]([C:15]([F:17])([F:18])[F:16])[CH:10]=1. The catalyst class is: 13. (5) Reactant: [NH2:1][C:2]1[CH:3]=[CH:4][C:5]([O:14][CH:15]([C:23]2[CH:28]=[CH:27][C:26]([F:29])=[CH:25][CH:24]=2)[C:16]2[CH:21]=[CH:20][C:19]([F:22])=[CH:18][CH:17]=2)=[C:6]([CH:13]=1)[C:7]([O:9][CH:10]([CH3:12])[CH3:11])=[O:8].[CH3:30][O:31][C:32]1[CH:33]=[C:34]([N:40]=[C:41]=[O:42])[CH:35]=[CH:36][C:37]=1[O:38][CH3:39]. Product: [F:29][C:26]1[CH:27]=[CH:28][C:23]([CH:15]([C:16]2[CH:21]=[CH:20][C:19]([F:22])=[CH:18][CH:17]=2)[O:14][C:5]2[CH:4]=[CH:3][C:2]([NH:1][C:41]([NH:40][C:34]3[CH:35]=[CH:36][C:37]([O:38][CH3:39])=[C:32]([O:31][CH3:30])[CH:33]=3)=[O:42])=[CH:13][C:6]=2[C:7]([O:9][CH:10]([CH3:12])[CH3:11])=[O:8])=[CH:24][CH:25]=1. The catalyst class is: 1.